From a dataset of Forward reaction prediction with 1.9M reactions from USPTO patents (1976-2016). Predict the product of the given reaction. (1) Given the reactants [CH3:1][N:2]1[CH:6]=[C:5]([C:7]2[CH:8]=[CH:9][C:10]([NH2:13])=[N:11][CH:12]=2)[CH:4]=[N:3]1.C(=O)([O-])[O-].[Cs+].[Cs+].Cl[C:21]1[CH:22]=[CH:23][C:24]2[CH2:25][N:26]([CH3:38])[CH2:27][C@@H:28]([C:32]3[CH:37]=[CH:36][CH:35]=[CH:34][CH:33]=3)[O:29][C:30]=2[N:31]=1.CCO, predict the reaction product. The product is: [CH3:38][N:26]1[CH2:25][C:24]2[CH:23]=[CH:22][C:21]([NH:13][C:10]3[CH:9]=[CH:8][C:7]([C:5]4[CH:4]=[N:3][N:2]([CH3:1])[CH:6]=4)=[CH:12][N:11]=3)=[N:31][C:30]=2[O:29][C@H:28]([C:32]2[CH:37]=[CH:36][CH:35]=[CH:34][CH:33]=2)[CH2:27]1. (2) Given the reactants CO[C:3]1[CH:8]=[CH:7][CH:6]=[CH:5][C:4]=1[CH:9]=[CH:10][C:11]([C:13]1[CH:18]=[CH:17][CH:16]=[CH:15][CH:14]=1)=[O:12].[C-]#N.[Na+].CS(C)=O.C(Cl)(Cl)Cl, predict the reaction product. The product is: [C:4]1([CH:9]=[CH:10][C:11]([C:13]2[CH:18]=[CH:17][CH:16]=[CH:15][CH:14]=2)=[O:12])[CH:3]=[CH:8][CH:7]=[CH:6][CH:5]=1. (3) Given the reactants [CH2:1]([O:8][C:9]1[C:14]2[C:15]([NH2:18])=[N:16][NH:17][C:13]=2[CH:12]=[CH:11][N:10]=1)[C:2]1[CH:7]=[CH:6][CH:5]=[CH:4][CH:3]=1.[O:19]1[CH2:24][CH2:23][CH2:22]/[C:21](=[CH:25]\[C:26]#[N:27])/[CH2:20]1.C1CCN2C(=NCCC2)CC1, predict the reaction product. The product is: [NH2:18][C:15]1[C:14]2[C:9]([O:8][CH2:1][C:2]3[CH:3]=[CH:4][CH:5]=[CH:6][CH:7]=3)=[N:10][CH:11]=[CH:12][C:13]=2[N:17]([C:21]2([CH2:25][C:26]#[N:27])[CH2:22][CH2:23][CH2:24][O:19][CH2:20]2)[N:16]=1. (4) The product is: [F:1][C:2]1[CH:7]=[CH:6][C:5]([CH:8]2[CH2:9][CH2:10][N:11]([C:14]([O:16][C:17]([CH3:20])([CH3:19])[CH3:18])=[O:15])[CH2:12][CH2:13]2)=[CH:4][CH:3]=1. Given the reactants [F:1][C:2]1[CH:7]=[CH:6][C:5]([C:8]2[CH2:13][CH2:12][N:11]([C:14]([O:16][C:17]([CH3:20])([CH3:19])[CH3:18])=[O:15])[CH2:10][CH:9]=2)=[CH:4][CH:3]=1, predict the reaction product. (5) The product is: [Cl:1][C:2]1[CH:3]=[C:4]2[C:9](=[CH:10][CH:11]=1)[N:8]([CH3:28])[C:7](=[O:12])[C:6]([C@@H:13]([NH:15][C:16]1[N:21]=[C:20]([O:22][CH3:23])[C:19]([C:24]#[N:25])=[CH:18][N:17]=1)[CH3:14])=[CH:5]2. Given the reactants [Cl:1][C:2]1[CH:3]=[C:4]2[C:9](=[CH:10][CH:11]=1)[NH:8][C:7](=[O:12])[C:6]([C@@H:13]([NH:15][C:16]1[N:21]=[C:20]([O:22][CH3:23])[C:19]([C:24]#[N:25])=[CH:18][N:17]=1)[CH3:14])=[CH:5]2.[H-].[Na+].[CH3:28]I.[Cl-].[NH4+], predict the reaction product.